Dataset: B-cell epitopes from IEDB database with 3,159 antigens for binding position prediction. Task: Token-level Classification. Given an antigen amino acid sequence, predict which amino acid positions are active epitope sites capable of antibody binding. Output is a list of indices for active positions. (1) Given the antigen sequence: MSDEGPGTGPGNGLGQKEDTSGPEGSGGSGPQRRGGDNHGRGRGRGRGRGGGRPGAPGGSGSGPRHRDGVRRPQKRPSCIGCKGAHGGTGAGAGAGGAGAGGAGAGGGAGAGGGAGGAGGAGGAGAGGGAGAGGGAGGAGGAGAGGGAGAGGGAGGAGAGGGAGGAGGAGAGGGAGAGGGAGGAGAGGGAGGAGGAGAGGGAGAGGAGGAGGAGAGGAGAGGGAGGAGGAGAGGAGAGGAGAGGAGAGGAGGAGAGGAGGAGAGGAGGAGAGGGAGGAGAGGGAGGAGAGGAGGAGAGGAGGAGAGGAGGAGAGGGAGAGGAGAGGGGRGRGGSGGRGRGGSGGRGRGGSGGRRGRGRERARGGSRERARGRGRGRGEKRPRSPSSQSSSSGSPPRRPPPGRRPFFHPVGEADYFEYHQEGGPDGEPDMPPGAIEQGPADDPGEGPSTGPRGQGDGGRRKKGGWFGKHRGQGGSNQKFENIAEGLRTLLARCHVERTTDE..., which amino acid positions are active epitope sites? The epitope positions are: [399, 400, 401, 402, 403, 404, 405, 406, 407, 408, 409, 410, 411, 412]. The amino acids at these positions are: PGRRPFFHPVGEAD. (2) Given the antigen sequence: MKSCCRSTLGRNCYNLCRARGAQKLCAGVCRCKISSGLSCPKGFPKLALESNSDEPDTIEYCNLGCRSSVCDYMVNAAADDEEMKLYVENCADACVSFCNGDAGLPSLDAY, which amino acid positions are active epitope sites? The epitope positions are: [81, 82, 83, 84, 85, 86, 87, 88, 89, 90, 91, 92, 93, 94, 95, 96, 97, 98, 99, 100... (30 total positions)]. The amino acids at these positions are: EEMKLYVENCADACVSFCNGDAGLPSLDAY.